This data is from Reaction yield outcomes from USPTO patents with 853,638 reactions. The task is: Predict the reaction yield, written as a fraction of the theoretical maximum amount of product (1.0 means a 100% yield; for example, 0.34 means a 34% yield). (1) The reactants are [C:1]1([CH2:7][C:8](Cl)=[O:9])[CH:6]=[CH:5][CH:4]=[CH:3][CH:2]=1.[Al+3].[Cl-].[Cl-].[Cl-].[C:15]1([S:21]([N:24]2[CH:28]=[CH:27][CH:26]=[CH:25]2)(=[O:23])=[O:22])[CH:20]=[CH:19][CH:18]=[CH:17][CH:16]=1.CCOC(C)=O. The catalyst is ClCCCl. The product is [C:1]1([CH2:7][C:8]([C:26]2[CH:27]=[CH:28][N:24]([S:21]([C:15]3[CH:20]=[CH:19][CH:18]=[CH:17][CH:16]=3)(=[O:23])=[O:22])[CH:25]=2)=[O:9])[CH:6]=[CH:5][CH:4]=[CH:3][CH:2]=1. The yield is 0.518. (2) The reactants are Br[CH2:2][C:3]1[N:4]=[C:5]([C:13]2[CH:18]=[CH:17][C:16]([C:19]([F:22])([F:21])[F:20])=[CH:15][CH:14]=2)[S:6][C:7]=1[C:8]([O:10][CH2:11][CH3:12])=[O:9].CN(C=[O:27])C. The catalyst is FC(F)(F)C([O-])=O.[Ag+]. The product is [OH:27][CH2:2][C:3]1[N:4]=[C:5]([C:13]2[CH:18]=[CH:17][C:16]([C:19]([F:22])([F:21])[F:20])=[CH:15][CH:14]=2)[S:6][C:7]=1[C:8]([O:10][CH2:11][CH3:12])=[O:9]. The yield is 1.00. (3) The reactants are [Br:1][C:2]1[CH:3]=[C:4]([CH2:9][O:10][CH:11]2[CH2:16][CH2:15][CH2:14][CH2:13][O:12]2)[C:5](F)=[N:6][CH:7]=1.[NH2:17][NH2:18]. The catalyst is C(O)C. The product is [Br:1][C:2]1[CH:3]=[C:4]([CH2:9][O:10][CH:11]2[CH2:16][CH2:15][CH2:14][CH2:13][O:12]2)[C:5]([NH:17][NH2:18])=[N:6][CH:7]=1. The yield is 0.810. (4) The reactants are Br[CH2:2][C:3]1[CH:10]=[CH:9][CH:8]=[CH:7][C:4]=1[C:5]#[N:6].[N-:11]=[N+:12]=[N-:13].[Na+]. The catalyst is CC(C)=O. The product is [N:11]([CH2:2][C:3]1[CH:10]=[CH:9][CH:8]=[CH:7][C:4]=1[C:5]#[N:6])=[N+:12]=[N-:13]. The yield is 0.880. (5) The reactants are C[Al](C)C.[NH2:5][C:6]1[N:11]=[CH:10][C:9]([O:12][CH3:13])=[CH:8][N:7]=1.[C:14]([NH:17]/[C:18](/[CH2:32][CH2:33][CH2:34][CH3:35])=[C:19](/[CH2:24][C:25]1[CH:30]=[CH:29][C:28]([Br:31])=[CH:27][CH:26]=1)\[C:20](OC)=[O:21])(=O)[CH3:15].[Cl-].[NH4+]. The catalyst is CCCCCC.C(OCC)(=O)C.C(Cl)(Cl)Cl.ClCCCl. The product is [Br:31][C:28]1[CH:27]=[CH:26][C:25]([CH2:24][C:19]2[C:20](=[O:21])[N:5]([C:6]3[N:11]=[CH:10][C:9]([O:12][CH3:13])=[CH:8][N:7]=3)[C:14]([CH3:15])=[N:17][C:18]=2[CH2:32][CH2:33][CH2:34][CH3:35])=[CH:30][CH:29]=1. The yield is 0.930. (6) The reactants are [Cl:1][C:2]1[CH:8]=[C:7]([O:9][C:10]2[S:14][N:13]=[C:12]([C:15]3([Cl:18])[CH2:17][CH2:16]3)[N:11]=2)[C:6]([CH3:19])=[CH:5][C:3]=1[NH2:4].CO[CH:22](OC)[N:23]([CH2:25][CH3:26])[CH3:24]. The catalyst is C1(C)C=CC=CC=1. The product is [Cl:1][C:2]1[CH:8]=[C:7]([O:9][C:10]2[S:14][N:13]=[C:12]([C:15]3([Cl:18])[CH2:16][CH2:17]3)[N:11]=2)[C:6]([CH3:19])=[CH:5][C:3]=1[N:4]=[CH:22][N:23]([CH2:25][CH3:26])[CH3:24]. The yield is 0.713. (7) The reactants are Cl[CH2:2][C:3]([N:5]1[CH2:10][CH2:9][CH2:8][CH:7]([O:11][C:12]2[CH:13]=[C:14]3[C:19](=[CH:20][C:21]=2[O:22][CH3:23])[N:18]=[CH:17][N:16]=[C:15]3[NH:24][C:25]2[CH:30]=[CH:29][CH:28]=[C:27]([Cl:31])[C:26]=2[F:32])[CH2:6]1)=[O:4].[CH3:33][NH:34][CH3:35]. The catalyst is C(O)C. The product is [Cl:31][C:27]1[C:26]([F:32])=[C:25]([CH:30]=[CH:29][CH:28]=1)[NH:24][C:15]1[C:14]2[C:19](=[CH:20][C:21]([O:22][CH3:23])=[C:12]([O:11][CH:7]3[CH2:8][CH2:9][CH2:10][N:5]([C:3](=[O:4])[CH2:2][N:34]([CH3:35])[CH3:33])[CH2:6]3)[CH:13]=2)[N:18]=[CH:17][N:16]=1. The yield is 0.390.